From a dataset of Reaction yield outcomes from USPTO patents with 853,638 reactions. Predict the reaction yield, written as a fraction of the theoretical maximum amount of product (1.0 means a 100% yield; for example, 0.34 means a 34% yield). (1) The reactants are [CH2:1]([Si:4]([CH2:18][CH:19]=[CH2:20])([CH2:15][CH:16]=[CH2:17])[CH2:5][CH2:6][CH2:7][C:8]1[CH:13]=[CH:12][C:11](Br)=[CH:10][CH:9]=1)[CH:2]=[CH2:3].C([Mg]Cl)(C)C.[Li]CCCC.CN(C)[CH:33]=[O:34].[Cl-].[NH4+]. The catalyst is C(OCC)C.O1CCCC1. The product is [CH2:1]([Si:4]([CH2:18][CH:19]=[CH2:20])([CH2:15][CH:16]=[CH2:17])[CH2:5][CH2:6][CH2:7][C:8]1[CH:13]=[CH:12][C:11]([CH:33]=[O:34])=[CH:10][CH:9]=1)[CH:2]=[CH2:3]. The yield is 0.890. (2) The reactants are [CH3:1][O:2][CH2:3][CH2:4][O:5][C:6]1[CH:7]=[C:8]([CH:17]([C:20](=O)[CH3:21])[C:18]#[N:19])[CH:9]=[CH:10][C:11]=1[O:12][CH2:13][CH2:14][O:15][CH3:16].Cl.Cl.[NH2:25][NH2:26].C(=O)(O)[O-].[Na+]. The catalyst is C(O)C. The product is [CH3:1][O:2][CH2:3][CH2:4][O:5][C:6]1[CH:7]=[C:8]([C:17]2[C:20]([CH3:21])=[N:25][NH:26][C:18]=2[NH2:19])[CH:9]=[CH:10][C:11]=1[O:12][CH2:13][CH2:14][O:15][CH3:16]. The yield is 0.740. (3) The reactants are [Br:1][C:2]1[CH:3]=[C:4]([S:8]([NH:11][C@H:12]([C:22](OC)=[O:23])[CH:13]([C:18]([F:21])([F:20])[F:19])[C:14]([F:17])([F:16])[F:15])(=[O:10])=[O:9])[S:5][C:6]=1[Cl:7].[BH4-].[Li+]. The catalyst is C1COCC1. The product is [Br:1][C:2]1[CH:3]=[C:4]([S:8]([NH:11][CH:12]([CH2:22][OH:23])[CH:13]([C:18]([F:21])([F:20])[F:19])[C:14]([F:17])([F:16])[F:15])(=[O:9])=[O:10])[S:5][C:6]=1[Cl:7]. The yield is 0.843. (4) The reactants are [CH:1]1([NH2:4])[CH2:3][CH2:2]1.C(N(CC)CC)C.Cl[C:13](=[O:26])[CH2:14][CH2:15][CH2:16][CH2:17][CH2:18][CH2:19][CH2:20][CH2:21][C:22]([O:24]C)=[O:23].Cl.[OH-].[Na+]. The catalyst is C1COCC1. The product is [CH:1]1([NH:4][C:13](=[O:26])[CH2:14][CH2:15][CH2:16][CH2:17][CH2:18][CH2:19][CH2:20][CH2:21][C:22]([OH:24])=[O:23])[CH2:3][CH2:2]1. The yield is 0.700. (5) The product is [C:12]([NH:11][C:3]1[CH:4]=[CH:5][C:6]([N+:8]([O-:10])=[O:9])=[CH:7][C:2]=1[C:17]#[C:16][Si:18]([CH3:21])([CH3:20])[CH3:19])([CH3:15])([CH3:14])[CH3:13]. The catalyst is CCN(CC)CC.Cl[Pd](Cl)([P](C1C=CC=CC=1)(C1C=CC=CC=1)C1C=CC=CC=1)[P](C1C=CC=CC=1)(C1C=CC=CC=1)C1C=CC=CC=1.[Cu]I. The yield is 0.160. The reactants are Br[C:2]1[CH:7]=[C:6]([N+:8]([O-:10])=[O:9])[CH:5]=[CH:4][C:3]=1[NH:11][C:12]([CH3:15])([CH3:14])[CH3:13].[C:16]([Si:18]([CH3:21])([CH3:20])[CH3:19])#[CH:17].N#N. (6) The reactants are [CH2:1]([N:24]1[C:32](=[O:33])[C:31]2[N:30](CC=C)[C:29]([Cl:37])=[N:28][C:27]=2[N:26]([CH2:38][CH2:39][CH2:40][CH3:41])[C:25]1=[O:42])[CH2:2][CH2:3][CH2:4]N1C(=O)C2N(CC=C)C(Cl)=NC=2N(CCCC)C1=O.C(=O)([O-])[O-].[K+].[K+].ClCCCC[CH2:54][C:55]1[S:56][C:57]2[CH:63]=[CH:62][CH:61]=[CH:60][C:58]=2[N:59]=1.N1CCOCC1. The catalyst is CN(C=O)C.C1C=CC([P]([Pd]([P](C2C=CC=CC=2)(C2C=CC=CC=2)C2C=CC=CC=2)([P](C2C=CC=CC=2)(C2C=CC=CC=2)C2C=CC=CC=2)[P](C2C=CC=CC=2)(C2C=CC=CC=2)C2C=CC=CC=2)(C2C=CC=CC=2)C2C=CC=CC=2)=CC=1. The product is [S:56]1[C:57]2[CH:63]=[CH:62][CH:61]=[CH:60][C:58]=2[N:59]=[C:55]1[CH2:54][CH2:4][CH2:3][CH2:2][CH2:1][N:24]1[C:32](=[O:33])[C:31]2[NH:30][C:29]([Cl:37])=[N:28][C:27]=2[N:26]([CH2:38][CH2:39][CH2:40][CH3:41])[C:25]1=[O:42]. The yield is 0.120.